This data is from Full USPTO retrosynthesis dataset with 1.9M reactions from patents (1976-2016). The task is: Predict the reactants needed to synthesize the given product. (1) Given the product [O:25]=[C:24]1[NH:23][CH2:22][CH2:21][N:1]1[CH:2]1[CH2:3][N:4]([C:6]([O:8][C:9]([CH3:12])([CH3:11])[CH3:10])=[O:7])[CH2:5]1, predict the reactants needed to synthesize it. The reactants are: [NH2:1][CH:2]1[CH2:5][N:4]([C:6]([O:8][C:9]([CH3:12])([CH3:11])[CH3:10])=[O:7])[CH2:3]1.C(N(CC)CC)C.Cl[CH2:21][CH2:22][N:23]=[C:24]=[O:25].[H-].[Na+]. (2) Given the product [F:1][C:2]1[CH:10]=[C:9]([F:11])[CH:8]=[C:7]([NH:12][C:13]2[CH:18]=[CH:17][C:16]([I:19])=[CH:15][C:14]=2[F:20])[C:3]=1[C:4]([N:61]1[CH2:64][CH:63]([NH:65][C:66](=[O:72])[O:67][C:68]([CH3:70])([CH3:69])[CH3:71])[CH2:62]1)=[O:6], predict the reactants needed to synthesize it. The reactants are: [F:1][C:2]1[CH:10]=[C:9]([F:11])[CH:8]=[C:7]([NH:12][C:13]2[CH:18]=[CH:17][C:16]([I:19])=[CH:15][C:14]=2[F:20])[C:3]=1[C:4]([OH:6])=O.C1CN([P+](ON2N=NC3C=CC=CC2=3)(N2CCCC2)N2CCCC2)CC1.F[P-](F)(F)(F)(F)F.CN1CCOCC1.[NH:61]1[CH2:64][CH:63]([NH:65][C:66](=[O:72])[O:67][C:68]([CH3:71])([CH3:70])[CH3:69])[CH2:62]1.